This data is from Full USPTO retrosynthesis dataset with 1.9M reactions from patents (1976-2016). The task is: Predict the reactants needed to synthesize the given product. (1) Given the product [F:1][C:2]1[CH:3]=[C:4]([N:38]2[CH2:42][C@H:41]([CH2:43][NH:44][C:45](=[O:47])[CH3:46])[O:40][C:39]2=[O:48])[CH:5]=[CH:6][C:7]=1[C:8]1[N:9]=[N:10][N:11]([CH2:13][C:14]2[N:15]=[CH:16][NH:17][CH:18]=2)[CH:12]=1, predict the reactants needed to synthesize it. The reactants are: [F:1][C:2]1[CH:3]=[C:4]([N:38]2[CH2:42][CH:41]([CH2:43][NH:44][C:45](=[O:47])[CH3:46])[O:40][C:39]2=[O:48])[CH:5]=[CH:6][C:7]=1[C:8]1[N:9]=[N:10][N:11]([CH2:13][C:14]2[N:15]=[CH:16][N:17](C(C3C=CC=CC=3)(C3C=CC=CC=3)C3C=CC=CC=3)[CH:18]=2)[CH:12]=1.FC(F)(F)C(O)=O. (2) Given the product [Br:22][C:2]1[S:3][C:4]2[CH:10]=[C:9]([N+:11]([O-:13])=[O:12])[CH:8]=[CH:7][C:5]=2[N:6]=1, predict the reactants needed to synthesize it. The reactants are: N[C:2]1[S:3][C:4]2[CH:10]=[C:9]([N+:11]([O-:13])=[O:12])[CH:8]=[CH:7][C:5]=2[N:6]=1.N(OCCC(C)C)=O.[BrH:22]. (3) Given the product [F:1][C:2]1[CH:3]=[C:4]([NH:44][C:42]([NH:51][C:52]2[CH:57]=[CH:56][C:55]([C:58]3[CH:66]=[CH:65][C:64]([C:67]4[NH:68][C:69]([CH3:72])=[CH:70][N:71]=4)=[C:63]4[C:59]=3[CH2:60][NH:61][C:62]4=[O:73])=[C:54]([F:74])[CH:53]=2)=[O:43])[CH:8]=[CH:9][C:10]=1[F:11], predict the reactants needed to synthesize it. The reactants are: [F:1][C:2]1[CH:3]=[C:4]([CH:8]=[CH:9][C:10]=1[F:11])C(O)=O.C(N(CC)CC)C.C1(OP(N=[N+]=[N-])(=O)OC2C=CC=CC=2)C=CC=CC=1.FC1C=C(C=CC=1F)[C:42]([N:44]=[N+]=[N-])=[O:43].[NH2:51][C:52]1[CH:57]=[CH:56][C:55]([C:58]2[CH:66]=[CH:65][C:64]([C:67]3[NH:68][C:69]([CH3:72])=[CH:70][N:71]=3)=[C:63]3[C:59]=2[CH2:60][NH:61][C:62]3=[O:73])=[C:54]([F:74])[CH:53]=1. (4) Given the product [NH2:27][C:28]1[N:33]=[CH:32][C:31]([C:2]2[CH:26]=[CH:25][C:5]3[N:6]([C:21]([CH3:22])([CH3:24])[CH3:23])[C:7]([C:9]4[CH:14]=[CH:13][CH:12]=[CH:11][C:10]=4[C:15]4[O:19][C:18](=[O:20])[NH:17][N:16]=4)=[N:8][C:4]=3[CH:3]=2)=[CH:30][N:29]=1, predict the reactants needed to synthesize it. The reactants are: Br[C:2]1[CH:26]=[CH:25][C:5]2[N:6]([C:21]([CH3:24])([CH3:23])[CH3:22])[C:7]([C:9]3[CH:14]=[CH:13][CH:12]=[CH:11][C:10]=3[C:15]3[O:19][C:18](=[O:20])[NH:17][N:16]=3)=[N:8][C:4]=2[CH:3]=1.[NH2:27][C:28]1[N:33]=[CH:32][C:31](B2OC(C)(C)C(C)(C)O2)=[CH:30][N:29]=1.C([O-])([O-])=O.[Na+].[Na+]. (5) Given the product [CH:3]1([C:8](=[O:10])[CH2:26][C:25]([C:22]2[CH:23]=[CH:24][C:19]([O:12][C:13]3[CH:18]=[CH:17][CH:16]=[CH:15][CH:14]=3)=[CH:20][CH:21]=2)=[O:27])[CH2:4][CH2:5][CH2:6][CH2:7]1, predict the reactants needed to synthesize it. The reactants are: [H-].[Na+].[CH:3]1([C:8]([O:10]C)=O)[CH2:7][CH2:6][CH2:5][CH2:4]1.[O:12]([C:19]1[CH:24]=[CH:23][C:22]([C:25](=[O:27])[CH3:26])=[CH:21][CH:20]=1)[C:13]1[CH:18]=[CH:17][CH:16]=[CH:15][CH:14]=1.C(O)C. (6) Given the product [C:6]1([S:12]([C:9]2[CH:10]=[CH:11][C:6]([Cl:5])=[C:7]([N+:16]([O-:18])=[O:17])[CH:8]=2)(=[O:14])=[O:13])[CH:11]=[CH:10][CH:9]=[CH:8][CH:7]=1, predict the reactants needed to synthesize it. The reactants are: [Cl-].[Al+3].[Cl-].[Cl-].[Cl:5][C:6]1[CH:11]=[CH:10][C:9]([S:12](Cl)(=[O:14])=[O:13])=[CH:8][C:7]=1[N+:16]([O-:18])=[O:17]. (7) Given the product [F:31][C:26]1[C:25]2[C:24](=[O:32])[C:9]3[C:8](=[C:7]([OH:14])[C:6]4[C:11]([C:10]=3[OH:12])=[C:2]([F:1])[C:3]([F:18])=[C:4]([F:17])[C:5]=4[F:16])[C:22](=[O:33])[C:21]=2[C:20]([F:19])=[C:28]([F:29])[C:27]=1[F:30], predict the reactants needed to synthesize it. The reactants are: [F:1][C:2]1[C:11]2[C:6](=[C:7]([O:14]C)[CH:8]=[CH:9][C:10]=2[O:12]C)[C:5]([F:16])=[C:4]([F:17])[C:3]=1[F:18].[F:19][C:20]1[C:28]([F:29])=[C:27]([F:30])[C:26]([F:31])=[C:25]2[C:21]=1[C:22](=[O:33])O[C:24]2=[O:32]. (8) Given the product [Cl:11][C:10]1[C:5]([C:4]([OH:14])=[O:3])=[C:6]([CH3:13])[N:7]=[C:8]([Cl:12])[CH:9]=1, predict the reactants needed to synthesize it. The reactants are: C([O:3][C:4](=[O:14])[C:5]1[C:10]([Cl:11])=[CH:9][C:8]([Cl:12])=[N:7][C:6]=1[CH3:13])C.[OH-].C([N+](CCCC)(CCCC)CCCC)CCC.Cl. (9) Given the product [CH3:2][CH:1]([C:4]1[CH:10]=[CH:9][C:7]([NH:8][CH2:13][CH:14]([CH3:16])[CH3:15])=[CH:6][CH:5]=1)[CH3:3], predict the reactants needed to synthesize it. The reactants are: [CH:1]([C:4]1[CH:10]=[CH:9][C:7]([NH2:8])=[CH:6][CH:5]=1)([CH3:3])[CH3:2].[I-].[K+].[CH2:13](N[CH2:13][CH:14]([CH3:16])[CH3:15])[CH:14]([CH3:16])[CH3:15].ClCCl. (10) Given the product [NH2:8][CH2:9][C:10]([NH:12][C:13]1[CH:18]=[N:17][CH:16]=[C:15]([C:19]2[S:41][C:22]3=[N:23][C:24]([N:28]4[CH2:29][CH2:30][NH:31][CH2:32][CH2:33]4)=[CH:25][C:26](=[O:27])[N:21]3[N:20]=2)[CH:14]=1)=[O:11], predict the reactants needed to synthesize it. The reactants are: C(OC([NH:8][CH2:9][C:10]([NH:12][C:13]1[CH:14]=[C:15]([C:19]2[S:41][C:22]3=[N:23][C:24]([N:28]4[CH2:33][CH2:32][N:31](C(OC(C)(C)C)=O)[CH2:30][CH2:29]4)=[CH:25][C:26](=[O:27])[N:21]3[N:20]=2)[CH:16]=[N:17][CH:18]=1)=[O:11])=O)(C)(C)C.C(O)(C(F)(F)F)=O.